Dataset: Catalyst prediction with 721,799 reactions and 888 catalyst types from USPTO. Task: Predict which catalyst facilitates the given reaction. (1) The catalyst class is: 163. Product: [CH2:33]([O:35][C:36]1[CH:43]=[CH:42][C:39]([CH2:40][S:1][C:2]2[CH:3]=[CH:4][C:5]3[O:9][C:8]([CH:10]([NH:12][C:13](=[O:15])[CH3:14])[CH3:11])=[CH:7][C:6]=3[CH:16]=2)=[CH:38][CH:37]=1)[CH3:34]. Reactant: [SH:1][C:2]1[CH:3]=[CH:4][C:5]2[O:9][C:8]([CH:10]([NH:12][C:13](=[O:15])[CH3:14])[CH3:11])=[CH:7][C:6]=2[CH:16]=1.BrC1C=CC2OC(C(NC(=O)C)C)=CC=2C=1.[CH2:33]([O:35][C:36]1[CH:43]=[CH:42][C:39]([CH2:40]Cl)=[CH:38][CH:37]=1)[CH3:34].C(=O)([O-])[O-].[K+].[K+]. (2) Reactant: [OH:1][N:2]([CH3:29])[C:3](=[NH:28])/[C:4](=[N:11]\[O:12][CH2:13][C:14]1[N:19]=[C:18]([NH:20][C:21](=[O:27])[O:22][C:23]([CH3:26])([CH3:25])[CH3:24])[CH:17]=[CH:16][CH:15]=1)/[C:5]1[CH:10]=[CH:9][CH:8]=[CH:7][CH:6]=1.[C:30](N1C=CN=C1)(N1C=CN=C1)=[O:31]. Product: [CH3:29][N:2]1[C:3](/[C:4](=[N:11]\[O:12][CH2:13][C:14]2[N:19]=[C:18]([NH:20][C:21](=[O:27])[O:22][C:23]([CH3:25])([CH3:26])[CH3:24])[CH:17]=[CH:16][CH:15]=2)/[C:5]2[CH:10]=[CH:9][CH:8]=[CH:7][CH:6]=2)=[N:28][C:30](=[O:31])[O:1]1. The catalyst class is: 10. (3) Reactant: C(O)(C(F)(F)F)=O.[NH2:8][CH2:9][CH2:10][S:11][S:12][CH2:13][CH2:14][NH:15][C:16](=[O:24])[C:17]1[CH:22]=[CH:21][CH:20]=[CH:19][C:18]=1[OH:23].[C:25](O)(=[O:47])[CH2:26][CH2:27]/[CH:28]=[CH:29]\[CH2:30]/[CH:31]=[CH:32]\[CH2:33]/[CH:34]=[CH:35]\[CH2:36]/[CH:37]=[CH:38]\[CH2:39]/[CH:40]=[CH:41]\[CH2:42]/[CH:43]=[CH:44]\[CH2:45][CH3:46].CN(C(ON1N=NC2C=CC=NC1=2)=[N+](C)C)C.F[P-](F)(F)(F)(F)F.CCN(C(C)C)C(C)C. Product: [C:25]([NH:8][CH2:9][CH2:10][S:11][S:12][CH2:13][CH2:14][NH:15][C:16](=[O:24])[C:17]1[CH:22]=[CH:21][CH:20]=[CH:19][C:18]=1[OH:23])(=[O:47])[CH2:26][CH2:27]/[CH:28]=[CH:29]\[CH2:30]/[CH:31]=[CH:32]\[CH2:33]/[CH:34]=[CH:35]\[CH2:36]/[CH:37]=[CH:38]\[CH2:39]/[CH:40]=[CH:41]\[CH2:42]/[CH:43]=[CH:44]\[CH2:45][CH3:46]. The catalyst class is: 210. (4) Reactant: [H-].[Na+].[F:3][C:4]([F:25])([F:24])[C:5]1[C:13]2[C:8](=[CH:9][CH:10]=[CH:11][C:12]=2[C:14]2[CH:15]=[N:16][C:17]3[C:22]([CH:23]=2)=[CH:21][CH:20]=[CH:19][CH:18]=3)[NH:7][N:6]=1.[Br:26][C:27]1[CH:34]=[C:33](F)[CH:32]=[CH:31][C:28]=1[C:29]#[N:30].[Cl-].[Na+]. Product: [Br:26][C:27]1[CH:34]=[C:33]([N:7]2[C:8]3[C:13](=[C:12]([C:14]4[CH:15]=[N:16][C:17]5[C:22]([CH:23]=4)=[CH:21][CH:20]=[CH:19][CH:18]=5)[CH:11]=[CH:10][CH:9]=3)[C:5]([C:4]([F:3])([F:24])[F:25])=[N:6]2)[CH:32]=[CH:31][C:28]=1[C:29]#[N:30]. The catalyst class is: 9. (5) Reactant: [CH3:1][O:2][C:3](=[O:51])[CH2:4][C@H:5]([O:43][Si](C(C)(C)C)(C)C)[CH2:6][C:7](=[O:42])[CH:8]=[CH:9][C:10]1[N:11]([CH:39]([CH3:41])[CH3:40])[C:12]([C:28](=[O:38])[NH:29][CH2:30][C:31]2[CH:36]=[CH:35][C:34]([F:37])=[CH:33][CH:32]=2)=[C:13]([C:22]2[CH:27]=[CH:26][CH:25]=[CH:24][CH:23]=2)[C:14]=1[C:15]1[CH:20]=[CH:19][C:18]([F:21])=[CH:17][CH:16]=1.F. Product: [CH3:1][O:2][C:3](=[O:51])[CH2:4][C@H:5]([OH:43])[CH2:6][C:7](=[O:42])[CH:8]=[CH:9][C:10]1[N:11]([CH:39]([CH3:40])[CH3:41])[C:12]([C:28](=[O:38])[NH:29][CH2:30][C:31]2[CH:36]=[CH:35][C:34]([F:37])=[CH:33][CH:32]=2)=[C:13]([C:22]2[CH:27]=[CH:26][CH:25]=[CH:24][CH:23]=2)[C:14]=1[C:15]1[CH:16]=[CH:17][C:18]([F:21])=[CH:19][CH:20]=1. The catalyst class is: 10.